The task is: Predict the reactants needed to synthesize the given product.. This data is from Full USPTO retrosynthesis dataset with 1.9M reactions from patents (1976-2016). (1) Given the product [CH3:11][N:12]([CH3:14])[CH2:13][C:3]1[C:4]2[C:9](=[N:8][CH:7]=[CH:6][CH:5]=2)[NH:1][CH:2]=1, predict the reactants needed to synthesize it. The reactants are: [NH:1]1[C:9]2[C:4](=[CH:5][CH:6]=[CH:7][N:8]=2)[CH:3]=[CH:2]1.Cl.[CH3:11][NH:12][CH3:13].[CH2:14]=O.Cl. (2) The reactants are: [CH2:1]([O:5][CH2:6][CH2:7][O:8][C:9]1[CH:14]=[CH:13][C:12]([C:15]2[CH:16]=[CH:17][C:18]3[N:24]([CH2:25][CH:26]([CH3:28])[CH3:27])[CH2:23][CH2:22][C:21]([C:29]([OH:31])=O)=[CH:20][C:19]=3[CH:32]=2)=[CH:11][CH:10]=1)[CH2:2][CH2:3][CH3:4].CN(C=O)C.S(Cl)(Cl)=O.[CH:42]([N:45]1[CH:49]=[CH:48][N:47]=[C:46]1[CH2:50][S:51][C:52]1[CH:58]=[CH:57][C:55]([NH2:56])=[CH:54][CH:53]=1)([CH3:44])[CH3:43]. Given the product [CH2:1]([O:5][CH2:6][CH2:7][O:8][C:9]1[CH:14]=[CH:13][C:12]([C:15]2[CH:16]=[CH:17][C:18]3[N:24]([CH2:25][CH:26]([CH3:27])[CH3:28])[CH2:23][CH2:22][C:21]([C:29]([NH:56][C:55]4[CH:57]=[CH:58][C:52]([S:51][CH2:50][C:46]5[N:45]([CH:42]([CH3:44])[CH3:43])[CH:49]=[CH:48][N:47]=5)=[CH:53][CH:54]=4)=[O:31])=[CH:20][C:19]=3[CH:32]=2)=[CH:11][CH:10]=1)[CH2:2][CH2:3][CH3:4], predict the reactants needed to synthesize it.